From a dataset of Retrosynthesis with 50K atom-mapped reactions and 10 reaction types from USPTO. Predict the reactants needed to synthesize the given product. (1) Given the product OC(c1ccccc1)c1ccc(Br)cc1, predict the reactants needed to synthesize it. The reactants are: O=C(c1ccccc1)c1ccc(Br)cc1. (2) Given the product CC(C)(C)OC(=O)/C=C/c1ccn(S(=O)(=O)c2cccc(-c3ccccc3)c2)c1, predict the reactants needed to synthesize it. The reactants are: CC(C)(C)OC(=O)/C=C/c1cc[nH]c1.O=S(=O)(Cl)c1cccc(-c2ccccc2)c1.